This data is from Full USPTO retrosynthesis dataset with 1.9M reactions from patents (1976-2016). The task is: Predict the reactants needed to synthesize the given product. (1) The reactants are: Br[C:2]1[CH:7]=[CH:6][C:5]([S:8]([CH:11]2[CH2:15][CH2:14][CH2:13][CH2:12]2)(=[O:10])=[O:9])=[CH:4][CH:3]=1.[CH3:16][C@@H:17]1[CH2:21][CH2:20][CH2:19][N:18]1[CH2:22][CH2:23][C:24]1[CH:29]=[CH:28][C:27](B(O)O)=[CH:26][CH:25]=1. Given the product [CH:11]1([S:8]([C:5]2[CH:6]=[CH:7][C:2]([C:27]3[CH:26]=[CH:25][C:24]([CH2:23][CH2:22][N:18]4[CH2:19][CH2:20][CH2:21][C@H:17]4[CH3:16])=[CH:29][CH:28]=3)=[CH:3][CH:4]=2)(=[O:10])=[O:9])[CH2:15][CH2:14][CH2:13][CH2:12]1, predict the reactants needed to synthesize it. (2) Given the product [CH2:13]([O:15][C:16](=[S:17])[S:18][CH:2]([C:4]1[O:5][C:6](=[O:11])[C:7]([CH3:10])([CH3:9])[N:8]=1)[CH3:3])[CH3:14], predict the reactants needed to synthesize it. The reactants are: Br[CH:2]([C:4]1[O:5][C:6](=[O:11])[C:7]([CH3:10])([CH3:9])[N:8]=1)[CH3:3].[K+].[CH2:13]([O:15][C:16]([S-:18])=[S:17])[CH3:14]. (3) Given the product [CH3:24][N:22]1[CH:23]=[C:19]([C:15]2[C:13]3[N:14]=[C:9]([O:7][CH2:6][CH:3]4[CH2:4][CH2:5][O:1][CH2:2]4)[N:10]=[C:11]([OH:25])[C:12]=3[CH:18]=[CH:17][N:16]=2)[N:20]=[CH:21]1, predict the reactants needed to synthesize it. The reactants are: [O:1]1[CH2:5][CH2:4][CH:3]([CH2:6][OH:7])[CH2:2]1.Cl[C:9]1[N:10]=[C:11]([OH:25])[C:12]2[CH:18]=[CH:17][N:16]=[C:15]([C:19]3[N:20]=[CH:21][N:22]([CH3:24])[CH:23]=3)[C:13]=2[N:14]=1. (4) Given the product [F:39][CH:2]([F:1])[C:3]1[N:7]([C:8]2[N:13]=[C:12]([N:14]3[CH2:15][CH2:16][O:17][CH2:18][CH2:19]3)[N:11]=[C:10]([CH:20]3[CH2:21][CH2:22][NH:23][CH2:24][CH2:25]3)[N:9]=2)[C:6]2[CH:33]=[CH:34][CH:35]=[C:36]([O:37][CH3:38])[C:5]=2[N:4]=1, predict the reactants needed to synthesize it. The reactants are: [F:1][CH:2]([F:39])[C:3]1[N:7]([C:8]2[N:13]=[C:12]([N:14]3[CH2:19][CH2:18][O:17][CH2:16][CH2:15]3)[N:11]=[C:10]([CH:20]3[CH2:25][CH2:24][N:23](C(OC(C)(C)C)=O)[CH2:22][CH2:21]3)[N:9]=2)[C:6]2[CH:33]=[CH:34][CH:35]=[C:36]([O:37][CH3:38])[C:5]=2[N:4]=1.C(O)(C(F)(F)F)=O. (5) Given the product [F:31][C:4]1[CH:3]=[C:2]([NH:1][C:57]([NH:56][C:54](=[O:55])[CH2:53][C:47]2[CH:48]=[CH:49][CH:50]=[CH:51][CH:52]=2)=[S:58])[CH:30]=[CH:29][C:5]=1[O:6][C:7]1[N:12]=[CH:11][N:10]=[C:9]([NH:13][C:14]([N:16]2[CH2:21][CH2:20][N:19]([CH2:22][CH2:23][N:24]3[CH2:28][CH2:27][CH2:26][CH2:25]3)[CH2:18][CH2:17]2)=[O:15])[CH:8]=1, predict the reactants needed to synthesize it. The reactants are: [NH2:1][C:2]1[CH:30]=[CH:29][C:5]([O:6][C:7]2[N:12]=[CH:11][N:10]=[C:9]([NH:13][C:14]([N:16]3[CH2:21][CH2:20][N:19]([CH2:22][CH2:23][N:24]4[CH2:28][CH2:27][CH2:26][CH2:25]4)[CH2:18][CH2:17]3)=[O:15])[CH:8]=2)=[C:4]([F:31])[CH:3]=1.CC1(C)C2(CS(O)(=O)=O)C(CC1CC2)=O.[C:47]1([CH2:53][C:54]([N:56]=[C:57]=[S:58])=[O:55])[CH:52]=[CH:51][CH:50]=[CH:49][CH:48]=1. (6) The reactants are: Br[C:2]1[CH:3]=[CH:4][C:5]([F:28])=[C:6]([CH:8]2[N:12]([C:13]3[CH:18]=[CH:17][C:16]([F:19])=[CH:15][C:14]=3[F:20])[N:11]=[C:10]([C:21]([F:27])([F:26])[C:22]([F:25])([F:24])[F:23])[CH2:9]2)[CH:7]=1.[C:29]([O:33][C:34]([N:36]1[CH2:41][CH:40]=[C:39](B2OC(C)(C)C(C)(C)O2)[CH2:38][CH2:37]1)=[O:35])([CH3:32])([CH3:31])[CH3:30].C(=O)([O-])[O-].[Na+].[Na+].CCCC. Given the product [F:20][C:14]1[CH:15]=[C:16]([F:19])[CH:17]=[CH:18][C:13]=1[N:12]1[CH:8]([C:6]2[CH:7]=[C:2]([C:39]3[CH2:38][CH2:37][N:36]([C:34]([O:33][C:29]([CH3:30])([CH3:31])[CH3:32])=[O:35])[CH2:41][CH:40]=3)[CH:3]=[CH:4][C:5]=2[F:28])[CH2:9][C:10]([C:21]([F:27])([F:26])[C:22]([F:25])([F:23])[F:24])=[N:11]1, predict the reactants needed to synthesize it. (7) Given the product [Cl:1][C:2]1[CH:3]=[C:4]2[NH:10][C:9](=[O:11])[C:8]3([CH:12]([C:13]4[CH:18]=[CH:17][CH:16]=[C:15]([Cl:19])[C:14]=4[F:20])[CH:36]([C:37]([O:39][C:40]([CH3:41])([CH3:42])[CH3:43])=[O:38])[NH:35][CH:34]3[CH2:33][C:32]([CH3:45])([CH3:44])[CH3:31])[C:5]2=[N:6][CH:7]=1, predict the reactants needed to synthesize it. The reactants are: [Cl:1][C:2]1[CH:3]=[C:4]2[NH:10][C:9](=[O:11])/[C:8](=[CH:12]\[C:13]3[CH:18]=[CH:17][CH:16]=[C:15]([Cl:19])[C:14]=3[F:20])/[C:5]2=[N:6][CH:7]=1.N12CCN(CC1)CC2.[Li+].[Cl-].[CH3:31][C:32]([CH3:45])([CH3:44])[CH2:33]/[CH:34]=[N:35]/[CH2:36][C:37]([O:39][C:40]([CH3:43])([CH3:42])[CH3:41])=[O:38]. (8) The reactants are: [CH3:1][C:2]1[O:6][N:5]=[C:4]([C:7]2[CH:12]=[CH:11][CH:10]=[CH:9][CH:8]=2)[C:3]=1[CH2:13][OH:14].[CH3:15][O:16][C:17](=[O:25])[C:18]1[CH:23]=[CH:22][N:21]=[C:20](O)[CH:19]=1.C1(P(C2C=CC=CC=2)C2C=CC=CC=2)C=CC=CC=1.N(C(OCC)=O)=NC(OCC)=O. Given the product [CH3:15][O:16][C:17](=[O:25])[C:18]1[CH:23]=[CH:22][N:21]=[C:20]([O:14][CH2:13][C:3]2[C:4]([C:7]3[CH:12]=[CH:11][CH:10]=[CH:9][CH:8]=3)=[N:5][O:6][C:2]=2[CH3:1])[CH:19]=1, predict the reactants needed to synthesize it. (9) Given the product [Cl:1][C:2]1[CH:3]=[C:4]([NH:19][C:20]2[C:30]3[CH:29]=[C:28]([C:31]([NH:34][CH2:35][C:36]([OH:38])([CH3:39])[CH3:37])=[O:33])[CH2:27][CH2:26][NH:25][C:24]=3[N:23]=[CH:22][N:21]=2)[CH:5]=[CH:6][C:7]=1[O:8][C:9]1[CH:14]=[CH:13][CH:12]=[C:11]([C:15]([F:16])([F:17])[F:18])[CH:10]=1, predict the reactants needed to synthesize it. The reactants are: [Cl:1][C:2]1[CH:3]=[C:4]([NH:19][C:20]2[C:30]3[CH:29]=[C:28]([C:31]([OH:33])=O)[CH2:27][CH2:26][NH:25][C:24]=3[N:23]=[CH:22][N:21]=2)[CH:5]=[CH:6][C:7]=1[O:8][C:9]1[CH:14]=[CH:13][CH:12]=[C:11]([C:15]([F:18])([F:17])[F:16])[CH:10]=1.[NH2:34][CH2:35][C:36]([CH3:39])([OH:38])[CH3:37].ON1C2C=CC=CC=2N=N1.Cl.C(N=C=NCCCN(C)C)C. (10) The reactants are: Cl[C:2]1[C:11]([CH:12]=[O:13])=[CH:10][C:9]2[C:4](=[C:5]([Cl:14])[CH:6]=[CH:7][CH:8]=2)[N:3]=1.[C:15]1([OH:21])[CH:20]=[CH:19][CH:18]=[CH:17][CH:16]=1.C([O-])([O-])=O.[K+].[K+]. Given the product [Cl:14][C:5]1[CH:6]=[CH:7][CH:8]=[C:9]2[C:4]=1[N:3]=[C:2]([O:21][C:15]1[CH:20]=[CH:19][CH:18]=[CH:17][CH:16]=1)[C:11]([CH:12]=[O:13])=[CH:10]2, predict the reactants needed to synthesize it.